Dataset: Full USPTO retrosynthesis dataset with 1.9M reactions from patents (1976-2016). Task: Predict the reactants needed to synthesize the given product. (1) Given the product [CH3:17][O:18][C:19]1[CH:20]=[C:21]([C:31]2[N:32]=[C:33]([O:41][C@@H:42]([C@H:44]3[CH2:48][NH:47][C:46](=[O:49])[CH2:45]3)[CH3:43])[C:34]3[N:35]([N:37]=[CH:38][C:39]=3[CH3:40])[CH:36]=2)[CH:22]=[CH:23][C:24]=1[N:25]1[CH2:26][CH2:27][N:28]([CH:52]2[CH2:53][O:50][CH2:51]2)[CH2:29][CH2:30]1, predict the reactants needed to synthesize it. The reactants are: C(N(CC)C(C)C)(C)C.FC(F)(F)C(O)=O.[CH3:17][O:18][C:19]1[CH:20]=[C:21]([C:31]2[N:32]=[C:33]([O:41][C@@H:42]([C@H:44]3[CH2:48][NH:47][C:46](=[O:49])[CH2:45]3)[CH3:43])[C:34]3[N:35]([N:37]=[CH:38][C:39]=3[CH3:40])[CH:36]=2)[CH:22]=[CH:23][C:24]=1[N:25]1[CH2:30][CH2:29][NH:28][CH2:27][CH2:26]1.[O:50]1[CH2:53][C:52](=O)[CH2:51]1.C(O[BH-](OC(=O)C)OC(=O)C)(=O)C.[Na+]. (2) Given the product [CH3:1][S:2][C:3]1[CH:9]=[CH:8][C:6]([NH:7][S:20]([CH3:19])(=[O:22])=[O:21])=[CH:5][CH:4]=1, predict the reactants needed to synthesize it. The reactants are: [CH3:1][S:2][C:3]1[CH:9]=[CH:8][C:6]([NH2:7])=[CH:5][CH:4]=1.C(Cl)Cl.N1C=CC=CC=1.[CH3:19][S:20](Cl)(=[O:22])=[O:21]. (3) Given the product [CH2:1]([O:3][C:4](=[O:20])[CH:5]([O:17][CH2:18][CH3:19])[CH2:6][C:7]1[CH:12]=[CH:11][C:10]([O:13][CH2:38][CH2:37][C:23]2[N:24]=[C:25]([C:27]3[CH:32]=[CH:31][C:30]([C:33]([F:36])([F:34])[F:35])=[CH:29][CH:28]=3)[S:26][C:22]=2[CH3:21])=[CH:9][C:8]=1[O:14][CH2:15][CH3:16])[CH3:2], predict the reactants needed to synthesize it. The reactants are: [CH2:1]([O:3][C:4](=[O:20])[CH:5]([O:17][CH2:18][CH3:19])[CH2:6][C:7]1[CH:12]=[CH:11][C:10]([OH:13])=[CH:9][C:8]=1[O:14][CH2:15][CH3:16])[CH3:2].[CH3:21][C:22]1[S:26][C:25]([C:27]2[CH:32]=[CH:31][C:30]([C:33]([F:36])([F:35])[F:34])=[CH:29][CH:28]=2)=[N:24][C:23]=1[CH2:37][CH2:38]O.C1(P(C2C=CC=CC=2)C2C=CC=CC=2)C=CC=CC=1.N(C(OC(C)(C)C)=O)=NC(OC(C)(C)C)=O.